From a dataset of Forward reaction prediction with 1.9M reactions from USPTO patents (1976-2016). Predict the product of the given reaction. (1) Given the reactants [NH2:1][C:2]1[CH:7]=[CH:6][C:5]([OH:8])=[CH:4][CH:3]=1.[Cl:9][C:10]1[CH:15]=[C:14]([C:16]([F:19])([F:18])[F:17])[CH:13]=[CH:12][C:11]=1[S:20](Cl)(=[O:22])=[O:21], predict the reaction product. The product is: [Cl:9][C:10]1[CH:15]=[C:14]([C:16]([F:18])([F:17])[F:19])[CH:13]=[CH:12][C:11]=1[S:20]([NH:1][C:2]1[CH:7]=[CH:6][C:5]([OH:8])=[CH:4][CH:3]=1)(=[O:22])=[O:21]. (2) Given the reactants [CH3:1][O:2][C:3]1[CH:4]=[C:5]([NH2:13])[CH:6]=[C:7]([C:9]([F:12])([F:11])[F:10])[CH:8]=1.[N:14]([O-])=O.[Na+].[Sn](Cl)Cl.[OH-].[Na+], predict the reaction product. The product is: [CH3:1][O:2][C:3]1[CH:4]=[C:5]([NH:13][NH2:14])[CH:6]=[C:7]([C:9]([F:11])([F:10])[F:12])[CH:8]=1. (3) The product is: [C:16]([O:15][C:14](=[O:20])[N:13]([C@@H:11]([C:1]1[C:10]2[C:5](=[CH:6][CH:7]=[CH:8][CH:9]=2)[CH:4]=[CH:3][CH:2]=1)[CH3:12])[CH2:21][CH:22]1[O:27][CH2:26][C:25](=[O:28])[N:24]([C:30]2[CH:35]=[CH:34][CH:33]=[CH:32][CH:31]=2)[CH2:23]1)([CH3:17])([CH3:19])[CH3:18]. Given the reactants [C:1]1([C@H:11]([N:13]([CH2:21][CH:22]2[O:27][CH2:26][C:25](=[O:28])[NH:24][CH2:23]2)[C:14](=[O:20])[O:15][C:16]([CH3:19])([CH3:18])[CH3:17])[CH3:12])[C:10]2[C:5](=[CH:6][CH:7]=[CH:8][CH:9]=2)[CH:4]=[CH:3][CH:2]=1.I[C:30]1[CH:35]=[CH:34][CH:33]=[CH:32][CH:31]=1.P([O-])([O-])([O-])=O.[K+].[K+].[K+], predict the reaction product. (4) Given the reactants CC1C=CC(S(OS(C2C=CC(C)=CC=2)(=O)=O)(=O)=O)=CC=1.FC(F)(F)C1C=CC=CC=1.[F:32][C:33]1[C:38]([F:39])=[CH:37][CH:36]=[CH:35][C:34]=1[C@@H:40]1[CH2:51][CH2:50][C:49](=[O:52])[C:43]2=[N+:44]([O-])[CH:45]=[CH:46][CH:47]=[C:42]2[CH2:41]1.[CH3:53][C:54]([NH2:57])([CH3:56])[CH3:55], predict the reaction product. The product is: [C:54]([NH:57][C:45]1[N:44]=[C:43]2[C:49](=[O:52])[CH2:50][CH2:51][C@@H:40]([C:34]3[CH:35]=[CH:36][CH:37]=[C:38]([F:39])[C:33]=3[F:32])[CH2:41][C:42]2=[CH:47][CH:46]=1)([CH3:56])([CH3:55])[CH3:53]. (5) The product is: [C:8]([O:12][C:13](=[O:37])[CH:14]([CH2:30][C:31]1[CH:32]=[CH:33][CH:34]=[CH:35][CH:36]=1)[NH:15][C:16]([C:18]1[CH:27]=[C:26]2[C:21]([C:22]([Cl:29])=[CH:23][N:24]=[C:25]2[NH:6][C:5]([NH2:7])=[NH:4])=[CH:20][CH:19]=1)=[O:17])([CH3:11])([CH3:9])[CH3:10]. Given the reactants [H-].[Na+].Cl.[NH2:4][C:5]([NH2:7])=[NH:6].[C:8]([O:12][C:13](=[O:37])[CH:14]([CH2:30][C:31]1[CH:36]=[CH:35][CH:34]=[CH:33][CH:32]=1)[NH:15][C:16]([C:18]1[CH:27]=[C:26]2[C:21]([C:22]([Cl:29])=[CH:23][N:24]=[C:25]2Cl)=[CH:20][CH:19]=1)=[O:17])([CH3:11])([CH3:10])[CH3:9].O, predict the reaction product. (6) Given the reactants [Cl:1][C:2]1[CH:3]=[C:4]2[C:8](=[CH:9][CH:10]=1)[C:7](=[O:11])[N:6]([C:12]1[C:21]3[CH2:20][CH2:19][CH2:18][C:17]4(OCC(C)(C)C[O:22]4)[C:16]=3[CH:15]=[N:14][CH:13]=1)[C:5]2([CH3:30])[CH3:29].Cl.O1CCOCC1, predict the reaction product. The product is: [Cl:1][C:2]1[CH:3]=[C:4]2[C:8]([C:7](=[O:11])[N:6]([C:12]3[C:21]4[CH2:20][CH2:19][CH2:18][C:17](=[O:22])[C:16]=4[CH:15]=[N:14][CH:13]=3)[C:5]2([CH3:30])[CH3:29])=[CH:9][CH:10]=1. (7) Given the reactants [Cl:1][CH2:2][C:3](Cl)=[O:4].[NH2:6][CH2:7][C:8]1([OH:25])[CH2:11][N:10]([CH:12]([C:19]2[CH:24]=[CH:23][CH:22]=[CH:21][CH:20]=2)[C:13]2[CH:18]=[CH:17][CH:16]=[CH:15][CH:14]=2)[CH2:9]1.C(=O)([O-])[O-].[K+].[K+], predict the reaction product. The product is: [CH:12]([N:10]1[CH2:9][C:8]([CH2:7][NH:6][C:3](=[O:4])[CH2:2][Cl:1])([OH:25])[CH2:11]1)([C:19]1[CH:24]=[CH:23][CH:22]=[CH:21][CH:20]=1)[C:13]1[CH:18]=[CH:17][CH:16]=[CH:15][CH:14]=1. (8) The product is: [CH2:14]([S:11]([C:5]1[CH:6]=[C:7]([N+:8]([O-:10])=[O:9])[C:2]([NH:16][CH2:17][CH:18]2[CH2:23][CH2:22][O:21][CH2:20][CH2:19]2)=[N:3][CH:4]=1)(=[O:13])=[O:12])[CH3:15]. Given the reactants Cl[C:2]1[C:7]([N+:8]([O-:10])=[O:9])=[CH:6][C:5]([S:11]([CH2:14][CH3:15])(=[O:13])=[O:12])=[CH:4][N:3]=1.[NH2:16][CH2:17][CH:18]1[CH2:23][CH2:22][O:21][CH2:20][CH2:19]1, predict the reaction product.